Task: Predict the reaction yield, written as a fraction of the theoretical maximum amount of product (1.0 means a 100% yield; for example, 0.34 means a 34% yield).. Dataset: Reaction yield outcomes from USPTO patents with 853,638 reactions (1) The reactants are [C:1]([O:4]C(=O)C)(=[O:3])[CH3:2].[OH:8][C@H:9]1[CH2:26][CH2:25][C@@:24]2([CH3:27])[CH:11]([CH2:12][CH2:13][C@@H:14]3[C@@H:23]2[C:22](=[O:28])[CH2:21][C@@:19]2([CH3:20])[C@H:15]3[CH2:16][CH2:17][C:18]2=[O:29])[CH2:10]1. The catalyst is N1C=CC=CC=1. The product is [C:1]([OH:4])(=[O:3])[CH3:2].[OH:8][C@H:9]1[CH2:26][CH2:25][C@@:24]2([CH3:27])[CH:11]([CH2:12][CH2:13][C@@H:14]3[C@@H:23]2[C:22](=[O:28])[CH2:21][C@@:19]2([CH3:20])[C@H:15]3[CH2:16][CH2:17][C:18]2=[O:29])[CH2:10]1. The yield is 0.664. (2) The reactants are [N:1]1([C:6]2[CH:53]=[CH:52][C:9]([CH2:10][NH:11][C:12]([C:14]3[CH:19]=[CH:18][N:17]=[C:16]([C:20]4[CH:25]=[C:24]([N:26]5[CH2:31][CH2:30][CH2:29][CH2:28][CH2:27]5)[CH:23]=[CH:22][C:21]=4[NH:32][C:33]([C:35]4[CH:36]=[C:37]([CH:49]=[CH:50][CH:51]=4)[CH2:38][S:39][CH2:40][CH2:41][C:42]([O:44]C(C)(C)C)=[O:43])=[O:34])[CH:15]=3)=[O:13])=[CH:8][CH:7]=2)[CH:5]=[CH:4][CH:3]=[N:2]1.FC(F)(F)C(O)=O.C(=O)(O)[O-].[Na+]. The catalyst is ClCCl. The product is [N:1]1([C:6]2[CH:7]=[CH:8][C:9]([CH2:10][NH:11][C:12]([C:14]3[CH:19]=[CH:18][N:17]=[C:16]([C:20]4[CH:25]=[C:24]([N:26]5[CH2:31][CH2:30][CH2:29][CH2:28][CH2:27]5)[CH:23]=[CH:22][C:21]=4[NH:32][C:33]([C:35]4[CH:36]=[C:37]([CH:49]=[CH:50][CH:51]=4)[CH2:38][S:39][CH2:40][CH2:41][C:42]([OH:44])=[O:43])=[O:34])[CH:15]=3)=[O:13])=[CH:52][CH:53]=2)[CH:5]=[CH:4][CH:3]=[N:2]1. The yield is 0.720. (3) The reactants are O[CH2:2][O:3][C:4](=[O:11])[C:5]1[CH:10]=[CH:9][CH:8]=[CH:7][CH:6]=1.B(F)(F)F.[CH3:16][CH2:17][O:18][CH2:19]C.C(OCC)(=[O:23])C. The catalyst is ClCCl. The product is [CH3:2][O:3][C:4](=[O:11])[C:5]1[CH:10]=[CH:9][C:8]([CH2:19][O:18][CH2:17][CH2:16][OH:23])=[CH:7][CH:6]=1. The yield is 0.160. (4) The reactants are C[O:2][C:3](=[O:39])[C:4]1[CH:9]=[CH:8][C:7]([CH:10]([N:28]2[CH2:33][CH2:32][N:31]([CH2:34][C:35]([O:37]C)=[O:36])[CH2:30][CH2:29]2)[CH2:11][O:12][CH2:13][C:14]2[CH:19]=[C:18]([C:20]([F:23])([F:22])[F:21])[CH:17]=[C:16]([C:24]([F:27])([F:26])[F:25])[CH:15]=2)=[CH:6][CH:5]=1.[OH-].[K+]. The catalyst is CO. The product is [OH2:2].[F:27][C:24]([F:25])([F:26])[C:16]1[CH:15]=[C:14]([CH:19]=[C:18]([C:20]([F:21])([F:22])[F:23])[CH:17]=1)[CH2:13][O:12][CH2:11][CH:10]([C:7]1[CH:8]=[CH:9][C:4]([C:3]([OH:39])=[O:2])=[CH:5][CH:6]=1)[N:28]1[CH2:29][CH2:30][N:31]([CH2:34][C:35]([OH:37])=[O:36])[CH2:32][CH2:33]1.[F:27][C:24]([C:16]1[CH:15]=[C:14]([CH:19]=[C:18]([C:20]([F:21])([F:22])[F:23])[CH:17]=1)[CH2:13][O:12][CH2:11][CH:10]([C:7]1[CH:6]=[CH:5][C:4]([C:3]([OH:39])=[O:2])=[CH:9][CH:8]=1)[N:28]1[CH2:33][CH2:32][N:31]([CH2:34][C:35]([OH:37])=[O:36])[CH2:30][CH2:29]1)([F:26])[F:25]. The yield is 0.450. (5) The reactants are [CH2:1]([CH:3]1[N:12]([S:13]([C:16]2[CH:21]=[CH:20][C:19]([OH:22])=[C:18]([CH3:23])[CH:17]=2)(=[O:15])=[O:14])[C:11]2[C:6](=[CH:7][CH:8]=[C:9]([F:24])[CH:10]=2)[N:5]2[CH:25]=[CH:26][CH:27]=[C:4]12)[CH3:2].[Br:28]N1C(=O)CCC1=O. The catalyst is C(Cl)Cl. The product is [Br:28][C:25]1[N:5]2[C:6]3[C:11]([N:12]([S:13]([C:16]4[CH:21]=[CH:20][C:19]([OH:22])=[C:18]([CH3:23])[CH:17]=4)(=[O:15])=[O:14])[CH:3]([CH2:1][CH3:2])[C:4]2=[CH:27][CH:26]=1)=[CH:10][C:9]([F:24])=[CH:8][CH:7]=3. The yield is 0.690. (6) The reactants are [NH2:1][C:2]1[C:3]([F:28])=[C:4]([C:10]([C:12]2[CH:13]=[C:14]3[C:19](=[CH:20][CH:21]=2)[N:18]=[CH:17][C:16]([N:22]2[CH2:27][CH2:26][O:25][CH2:24][CH2:23]2)=[N:15]3)=[O:11])[C:5]([F:9])=[C:6]([F:8])[CH:7]=1.CCN(C(C)C)C(C)C.[F:38][C:39]1[CH:44]=[CH:43][CH:42]=[C:41]([N:45]=[C:46]=[O:47])[CH:40]=1. The catalyst is C(Cl)Cl. The product is [F:38][C:39]1[CH:40]=[C:41]([NH:45][C:46]([NH:1][C:2]2[CH:7]=[C:6]([F:8])[C:5]([F:9])=[C:4]([C:10]([C:12]3[CH:13]=[C:14]4[C:19](=[CH:20][CH:21]=3)[N:18]=[CH:17][C:16]([N:22]3[CH2:27][CH2:26][O:25][CH2:24][CH2:23]3)=[N:15]4)=[O:11])[C:3]=2[F:28])=[O:47])[CH:42]=[CH:43][CH:44]=1. The yield is 0.440. (7) The reactants are Cl[C:2]1[N:7]([CH2:8][CH:9]([CH3:11])[CH3:10])[C:6](=[O:12])[N:5]([CH3:13])[C:4](=[O:14])[CH:3]=1.CCOC(C)=O.O.[NH2:22][NH2:23]. The catalyst is CCO. The product is [NH:22]([C:2]1[N:7]([CH2:8][CH:9]([CH3:11])[CH3:10])[C:6](=[O:12])[N:5]([CH3:13])[C:4](=[O:14])[CH:3]=1)[NH2:23]. The yield is 1.00. (8) The reactants are Cl[CH2:2][CH2:3][CH2:4][O:5][CH:6]1[CH2:11][CH2:10][CH2:9][CH2:8][O:7]1.[I-:12].[Na+]. The catalyst is CC(C)=O. The product is [I:12][CH2:2][CH2:3][CH2:4][O:5][CH:6]1[CH2:11][CH2:10][CH2:9][CH2:8][O:7]1. The yield is 0.930. (9) The reactants are C[Si](C)(C)[O:3][C:4]1[CH2:9][CH2:8][N:7]([C:10]([O:12][C:13]([CH3:16])([CH3:15])[CH3:14])=[O:11])[CH2:6][CH:5]=1.[B-](F)(F)(F)[F:20].[B-](F)(F)(F)F.C1[N+]2(CCl)CC[N+](F)(CC2)C1. The catalyst is C(#N)C. The product is [F:20][CH:9]1[C:4](=[O:3])[CH2:5][CH2:6][N:7]([C:10]([O:12][C:13]([CH3:16])([CH3:15])[CH3:14])=[O:11])[CH2:8]1. The yield is 0.990.